From a dataset of Reaction yield outcomes from USPTO patents with 853,638 reactions. Predict the reaction yield, written as a fraction of the theoretical maximum amount of product (1.0 means a 100% yield; for example, 0.34 means a 34% yield). (1) The reactants are C([O:8][C:9]1[C:17]([F:18])=[CH:16][CH:15]=[C:14]2[C:10]=1[C:11]([CH2:20][CH2:21][O:22][Si:23]([C:26]([CH3:29])([CH3:28])[CH3:27])([CH3:25])[CH3:24])=[CH:12][N:13]2[CH3:19])C1C=CC=CC=1. The catalyst is CO.[OH-].[OH-].[Pd+2]. The product is [Si:23]([O:22][CH2:21][CH2:20][C:11]1[C:10]2[C:9]([OH:8])=[C:17]([F:18])[CH:16]=[CH:15][C:14]=2[N:13]([CH3:19])[CH:12]=1)([C:26]([CH3:28])([CH3:29])[CH3:27])([CH3:25])[CH3:24]. The yield is 0.940. (2) The product is [NH2:29][C:25]1[O:11][C:1]2[C:2]([CH:16]([C:15]3[CH:18]=[C:19]([O:23][CH3:24])[C:20]([O:21][CH3:22])=[C:13]([Br:12])[CH:14]=3)[C:26]=1[C:27]#[N:28])=[CH:3][CH:4]=[C:5]1[CH:6]=[CH:7][CH:8]=[CH:9][C:10]=21. The catalyst is C(O)C.O. The yield is 0.900. The reactants are [C:1]1([OH:11])[C:10]2[C:5](=[CH:6][CH:7]=[CH:8][CH:9]=2)[CH:4]=[CH:3][CH:2]=1.[Br:12][C:13]1[CH:14]=[C:15]([CH:18]=[C:19]([O:23][CH3:24])[C:20]=1[O:21][CH3:22])[CH:16]=O.[C:25](#[N:29])[CH2:26][C:27]#[N:28].N1CCCCC1. (3) The reactants are [C:1]([OH:4])(=O)[CH3:2].C1N=CN(C(N2C=NC=C2)=O)C=1.[F:17][C:18]1[CH:23]=[CH:22][C:21]([NH:24][C:25]2[C:30]([C:31]([N:33]3[CH2:38][CH2:37][CH:36]([C:39]4[CH:44]=[CH:43][C:42]([F:45])=[CH:41][CH:40]=4)[CH2:35][CH2:34]3)=[O:32])=[CH:29][N:28]=[C:27]([S:46]([NH2:49])(=[O:48])=[O:47])[CH:26]=2)=[C:20]([CH3:50])[CH:19]=1.C1CCN2C(=NCCC2)CC1.C(O)(=O)CC(CC(O)=O)(C(O)=O)O. The catalyst is CN(C=O)C. The product is [F:17][C:18]1[CH:23]=[CH:22][C:21]([NH:24][C:25]2[C:30]([C:31]([N:33]3[CH2:34][CH2:35][CH:36]([C:39]4[CH:44]=[CH:43][C:42]([F:45])=[CH:41][CH:40]=4)[CH2:37][CH2:38]3)=[O:32])=[CH:29][N:28]=[C:27]([S:46]([NH:49][C:1](=[O:4])[CH3:2])(=[O:47])=[O:48])[CH:26]=2)=[C:20]([CH3:50])[CH:19]=1. The yield is 0.580. (4) The catalyst is C1COCC1. The product is [OH:1][C:2]1[C:3]([C:11]2([CH2:32][OH:33])[C:19]3[C:14](=[CH:15][CH:16]=[CH:17][CH:18]=3)[N:13]([CH2:20][C:21]3[CH:30]=[CH:29][CH:28]=[CH:27][C:22]=3[C:23]([O:25][CH3:26])=[O:24])[C:12]2=[O:31])=[CH:4][C:5]2[O:9][CH2:8][O:7][C:6]=2[CH:10]=1. The yield is 0.750. The reactants are [OH:1][C:2]1[C:3]([CH:11]2[C:19]3[C:14](=[CH:15][CH:16]=[CH:17][CH:18]=3)[N:13]([CH2:20][C:21]3[CH:30]=[CH:29][CH:28]=[CH:27][C:22]=3[C:23]([O:25][CH3:26])=[O:24])[C:12]2=[O:31])=[CH:4][C:5]2[O:9][CH2:8][O:7][C:6]=2[CH:10]=1.[CH2:32]=[O:33].C([N-]C(C)C)(C)C.[Li+]. (5) The reactants are I[C:2]1[CH:7]=[CH:6][C:5]([NH:8][C:9]2[S:10][C:11]3[CH:17]=[C:16]([Cl:18])[CH:15]=[CH:14][C:12]=3[N:13]=2)=[C:4]([F:19])[CH:3]=1.B1(B2OC(C)(C)C(C)(C)O2)OC(C)(C)C(C)(C)O1.CC([O-])=O.[K+].Br[C:44]1[CH:59]=[CH:58][C:47]([C:48]([C@@H:50]2[CH2:54][CH2:53][CH2:52][C@H:51]2[C:55]([OH:57])=[O:56])=[O:49])=[CH:46][CH:45]=1.C([O-])([O-])=O.[Cs+].[Cs+]. The catalyst is CN(C=O)C.O.C1C=CC(P(C2C=CC=CC=2)[C-]2C=CC=C2)=CC=1.C1C=CC(P(C2C=CC=CC=2)[C-]2C=CC=C2)=CC=1.Cl[Pd]Cl.[Fe+2]. The product is [Cl:18][C:16]1[CH:15]=[CH:14][C:12]2[N:13]=[C:9]([NH:8][C:5]3[CH:6]=[CH:7][C:2]([C:44]4[CH:45]=[CH:46][C:47]([C:48]([C@@H:50]5[CH2:54][CH2:53][CH2:52][C@H:51]5[C:55]([OH:57])=[O:56])=[O:49])=[CH:58][CH:59]=4)=[CH:3][C:4]=3[F:19])[S:10][C:11]=2[CH:17]=1. The yield is 0.600. (6) The reactants are [F:1][C:2]([F:24])([F:23])[S:3][CH2:4][CH2:5][CH2:6][CH2:7][CH2:8][O:9][C:10]1[CH:15]=[C:14]([S:16][CH2:17][C:18]([F:21])([F:20])[F:19])[C:13]([CH3:22])=[CH:12][CH:11]=1.ClC1C=CC=C(C(OO)=[O:33])C=1.CCCCCC.C(OCC)(=O)C. The catalyst is C(Cl)(Cl)Cl.C(N(CC)CC)C. The product is [F:24][C:2]([F:1])([F:23])[S:3][CH2:4][CH2:5][CH2:6][CH2:7][CH2:8][O:9][C:10]1[CH:11]=[CH:12][C:13]([CH3:22])=[C:14]([S:16]([CH2:17][C:18]([F:19])([F:20])[F:21])=[O:33])[CH:15]=1. The yield is 0.770.